Dataset: Drug-target binding data from BindingDB using Ki measurements. Task: Regression. Given a target protein amino acid sequence and a drug SMILES string, predict the binding affinity score between them. We predict pKi (pKi = -log10(Ki in M); higher means stronger inhibition). Dataset: bindingdb_ki. (1) The compound is COc1ccccc1N1CCN(CCCCn2ncc(=O)n(C)c2=O)CC1. The target protein sequence is MRLNSSAPGPWVGRTGDPFTQPPSVLERALLAPGLGNGSGNLSESVPAAPSSDLDVNTDIYSKVLVTIVYLALFVVGTVGNSVTAFTLARKKSLQNLQSTVHYHLGSLALSDLLILLLAMPVELYNFIWVHHPWAFGDAVCRGYYFLRDACTYATALNVASLSVERYLAICHPFKAKTLMSRSRTKKFISAVWLASGLLAVPMLFTMGQQNRSADGQHPGGLVCTPIVGTATVKVVIQINTFMSFVFPMVVISFLNTVIANKLTVMVRQAAEPGQVCTVGDQPSSFSMSIEPGRVQALRHGVRVLRAVVIAFVVCWLPYHVRRLMFCYISDKQWTPFLYDFYHYFYMLTNALFYVSSTINPILYNLVSANFRQIFLSTLACLCPLGGRRRRGPAFSRKANSVSSNHTFSSNVTRETLY. The pKi is 5.0. (2) The small molecule is CCN1CCCC1CNC(=O)c1cc(S(=O)(=O)CC)c(N)cc1OC. The target protein (P07727) has sequence MYSFNTLRFYLWETIVFFSLAASKEADAARSAPKPMSPSDFLDKLMGRTSGYDARIRPNFKGPPVNVSCNIFINSFGSIAETTMDYRVNIFLRQQWNDPRLAYNEYPDDSLDLDPSMLDSIWKPDLFFANEKGAHFHEITTDNKLLRISRNGNVLYSIRITLTLACPMDLKNFPMDVQTCIMQLESFGYTMNDLIFEWQEQGAVQVADGLTLPQFILKEEKDLRYCTKHYNTGKFTCIEARFHLERQMGYYLIQMYIPSLLIVILSWISFWINMDAAPARVGLGITTVLTMTTQSSGSRASLPKVSYVKAIDIWMAVCLLFVFSALLEYAAVNFVSRQHKELLRFRRKRRHHKSPMLNLFQDDEGGEGRFNFSAYGMGPACLQAKDGISVKGANNNNTTNPAPAPSKSPEEMRKLFIQRAKKIDKISRIGFPMAFLIFNMFYWIIYKIVRREDVHNK. The pKi is 5.0. (3) The small molecule is CCCCC/C=C\C/C=C\C=C\C=C\[C@@H](SC[C@H](N)C(=O)O)[C@@H](O)CCCC(=O)O. The pKi is 7.5. The target protein sequence is MAMNTTSPAASSSPPVMFISLLAIIPLSVALAVGLPGNSFVVWSILAKMRKRSVTALLVLHLALADLAVLLTAPFFLHSVAQGNWTFGLAGCRLFHYICGVSMYASVLLITAMSLDRSLAVARPFVSQKLRTKAVAWRVLAGIWVASVLLATPVIVYRKVILKQNNRSLVCLPMYPSEGHRAFHLFFEVITGFLLPFLAVVASYSDIGRRLRTRRFRRSRRMGRLVVLIILAFAAFWLPYHVVNLAEAVRALTGKASGAGAVGKGLWLARQVFITLAFLSSSVNPVLYACAGGGLLRSAGVGFVAKLLEGTGSEASSTRRGGTLGQTVRGDVASPEPGPTESLTVSTNPLE. (4) The small molecule is CSC[C@H](NC(=O)COc1cccc2cnccc12)C(=O)N[C@@H](Cc1ccccc1)[C@H](O)C(=O)N1CSC[C@H]1C(=O)NC(C)(C)C. The target protein sequence is PQITLWQRPLVTIKIGGQLKEALLDTGADDTVLEEISLPGRWKPKMIGGIGGFIKVRQYDQILIEICGHKVIGTVLVGPTPVNIIGRNLLTQIGCTLNF. The pKi is 9.3. (5) The small molecule is COc1ccccc1N1CCN(CCN(C(=O)C2CCCCC2)c2ccccn2)CC1. The target protein sequence is MDVANNTTSPERSPEGAGGPGLAEVTLGYQLLTSLLLGTLILCAVSGNACVIAAIALERSLQTVANYLIGSLAVTDLMVSVLVLPMAALYQVLNKWTLGQVTCDIFISLDVLCCTSSILHLCAIALDRYWAITDPIDYVNKRTPRRAAVLISLTWLIGFLISIPPMLGWRTPEDRSDPDACTISKDHGYTIYSTFGAFYIPLLLMLVLYGRIFKAARFRIRKTVRKVEKKKVADTCLTLSPSALQKKSNGEPGKGWRRTVEHKPGVCVNGAVRQGEDGAALEIIEVQRCNSSSKTHLPLPSEACGSPPPPSFEKRNEKNTEAKRRMALSRERKTVKTLGIIMGTFILCWLPFFIVALVLPFCDSKCYMPKWLEAVINWLGYSNSLLNPIIYAYFNKDFQSAFKKIIKCKFCRQ. The pKi is 9.2. (6) The small molecule is CN(C)C/C=C(/c1ccc(Br)cc1)c1cccnc1. The target is MLLARMKPQVQPELGGADQ. The pKi is 5.0. (7) The drug is CCOC(=O)C(CCCCn1cnc2c1N=CNCC2O)(Cc1ccccc1)C(=O)OCC. The target protein (Q01432) has sequence MPRQFPKLNISEVDEQVRLLAEKVFAKVLREEDSKDALSLFTVPEDCPIGQKEAKERELQKELAEQKSVETAKRKKSFKMIRSQSLSLQMPPQQDWKGPPAASPAMSPTTPVVTGATSLPTPAPYAMPEFQRVTISGDYCAGITLEDYEQAAKSLAKALMIREKYARLAYHRFPRITSQYLGHPRADTAPPEEGLPDFHPPPLPQEDPYCLDDAPPNLDYLVHMQGGILFVYDNKKMLEHQEPHSLPYPDLETYTVDMSHILALITDGPTKTYCHRRLNFLESKFSLHEMLNEMSEFKELKSNPHRDFYNVRKVDTHIHAAACMNQKHLLRFIKHTYQTEPDRTVAEKRGRKITLRQVFDGLHMDPYDLTVDSLDVHAGRQTFHRFDKFNSKYNPVGASELRDLYLKTENYLGGEYFARMVKEVARELEESKYQYSEPRLSIYGRSPEEWPNLAYWFIQHKVYSPNMRWIIQVPRIYDIFRSKKLLPNFGKMLENIFLPL.... The pKi is 5.6. (8) The drug is CC(C)c1nc(CN(C)C(=O)N[C@H](C(=O)N[C@@H](Cc2ccccc2)C[C@H](O)[C@H](Cc2ccccc2)NC(=O)OCc2cncs2)C(C)C)cs1. The target protein sequence is PQVTLWQRPLVTIKIGGQLREALLDTGADDTIFEEISLPGRWKPKMIGGIGGFIKVRQYDQIPIEICGHKVIGTVLVGPTPANIIGRNLMTQIGCTLNF. The pKi is 7.5. (9) The compound is CCCCCCCCCCCCc1c(O)c2ccccc2oc1=O. The target protein (Q6TEK4) has sequence MGTTWRSPGRLRLALCLAGLALSLYALHVKAARARNEDYRALCDVGTAISCSRVFSSRWGRGFGLVEHVLGADSILNQSNSIFGCMFYTIQLLLGCLRGRWASILLILSSLVSVAGSLYLAWILFFVLYDFCIVCITTYAINAGLMLLSFQKVPEHKVKKP. The pKi is 7.3.